Predict the product of the given reaction. From a dataset of Forward reaction prediction with 1.9M reactions from USPTO patents (1976-2016). (1) Given the reactants [NH2:1][C:2]1[CH:7]=[N:6][C:5]([S:8][CH3:9])=[CH:4][N:3]=1.N1C=CC=CC=1.[Br:16]Br, predict the reaction product. The product is: [NH2:1][C:2]1[C:7]([Br:16])=[N:6][C:5]([S:8][CH3:9])=[CH:4][N:3]=1. (2) Given the reactants C(=O)/C=C/C1C=CC=CC=1.[OH:11][CH2:12][CH:13]([CH2:15][OH:16])[OH:14].C1(CCC[CH2:26][CH:27]([OH:30])[CH2:28][OH:29])C=CC=CC=1.C1(CCCCC(O)CO)CCCCC1, predict the reaction product. The product is: [CH2:12]([O:11][CH2:26][CH:27]([CH2:28][OH:29])[OH:30])[CH:13]([CH2:15][OH:16])[OH:14].